Dataset: Full USPTO retrosynthesis dataset with 1.9M reactions from patents (1976-2016). Task: Predict the reactants needed to synthesize the given product. (1) Given the product [C:1]([S:5][C:6](=[O:11])[CH:7]([CH2:15][C:16]1[CH:23]=[CH:22][C:19]([C:20]#[N:21])=[CH:18][CH:17]=1)[C:8](=[O:10])[CH3:9])([CH3:4])([CH3:2])[CH3:3], predict the reactants needed to synthesize it. The reactants are: [C:1]([S:5][C:6](=[O:11])[CH2:7][C:8](=[O:10])[CH3:9])([CH3:4])([CH3:3])[CH3:2].[H-].[Na+].Br[CH2:15][C:16]1[CH:23]=[CH:22][C:19]([C:20]#[N:21])=[CH:18][CH:17]=1. (2) Given the product [C:19]1([CH2:25][CH2:26][CH2:27][C:28]([OH:10])=[O:29])[CH:24]=[CH:23][CH:22]=[CH:21][CH:20]=1, predict the reactants needed to synthesize it. The reactants are: IC1C=CC(C)=CC=1S(O)(=O)=[O:10].OOS([O-])=O.[K+].[C:19]1([CH2:25][CH2:26][CH2:27][CH2:28][OH:29])[CH:24]=[CH:23][CH:22]=[CH:21][CH:20]=1. (3) Given the product [CH:1]1[C:10]2[C@H:11]3[CH2:16][N:15]([CH2:18][CH2:19][CH2:20][C:21]([C:23]4[CH:24]=[CH:25][C:26]([F:29])=[CH:27][CH:28]=4)=[O:22])[CH2:14][CH2:13][C@H:12]3[N:8]3[C:9]=2[C:4]([CH2:5][CH2:6][CH2:7]3)=[CH:3][CH:2]=1, predict the reactants needed to synthesize it. The reactants are: [CH:1]1[C:10]2[C@H:11]3[CH2:16][NH:15][CH2:14][CH2:13][C@H:12]3[N:8]3[C:9]=2[C:4]([CH2:5][CH2:6][CH2:7]3)=[CH:3][CH:2]=1.Cl[CH2:18][CH2:19][CH2:20][C:21]([C:23]1[CH:28]=[CH:27][C:26]([F:29])=[CH:25][CH:24]=1)=[O:22].C([O-])([O-])=O.[K+].[K+]. (4) Given the product [O:1]1[CH2:5][CH2:4][O:3][CH:2]1[CH2:6][C:7]1[CH:8]=[C:9]([CH:10]=[CH:11][CH:12]=1)[CH:13]=[O:14], predict the reactants needed to synthesize it. The reactants are: [O:1]1[CH2:5][CH2:4][O:3][CH:2]1[CH2:6][C:7]1[CH:8]=[C:9]([CH2:13][OH:14])[CH:10]=[CH:11][CH:12]=1. (5) Given the product [CH3:19][N:18]1[CH2:17][CH2:16][NH:15][CH2:14][CH:13]1[CH2:12][N:3]1[C:2](=[O:1])[C:10]2[C:5](=[CH:6][CH:7]=[CH:8][CH:9]=2)[C:4]1=[O:11], predict the reactants needed to synthesize it. The reactants are: [O:1]=[C:2]1[C:10]2[C:5](=[CH:6][CH:7]=[CH:8][CH:9]=2)[C:4](=[O:11])[N:3]1[CH2:12][CH:13]1[N:18]([CH3:19])[CH2:17][CH2:16][N:15](C(OC(C)(C)C)=O)[CH2:14]1. (6) Given the product [CH3:12][O:11][CH2:10][CH2:9][O:8][C:6]1[CH:5]=[CH:4][C:3](/[CH:13]=[CH:14]/[C:15]([O:17][CH2:18][CH3:19])=[O:16])=[C:2]([O:1][C:21]2[N:22]=[N:23][C:24]([C:27]([F:30])([F:29])[F:28])=[CH:25][CH:26]=2)[CH:7]=1, predict the reactants needed to synthesize it. The reactants are: [OH:1][C:2]1[CH:7]=[C:6]([O:8][CH2:9][CH2:10][O:11][CH3:12])[CH:5]=[CH:4][C:3]=1/[CH:13]=[CH:14]/[C:15]([O:17][CH2:18][CH3:19])=[O:16].Cl[C:21]1[N:22]=[N:23][C:24]([C:27]([F:30])([F:29])[F:28])=[CH:25][CH:26]=1.C(=O)([O-])[O-].[K+].[K+].O. (7) Given the product [C:40]([C:10]1[CH:11]=[C:12]2[C:17](=[CH:18][C:9]=1[OH:8])[N:16]=[CH:15][CH:14]=[C:13]2[O:19][C:20]1[CH:25]=[CH:24][C:23]([NH:26][C:27]([NH:29][C:30]2[CH:35]=[CH:34][CH:33]=[C:32]([S:36]([CH3:39])(=[O:38])=[O:37])[CH:31]=2)=[O:28])=[CH:22][CH:21]=1)#[N:41], predict the reactants needed to synthesize it. The reactants are: C([O:8][C:9]1[CH:18]=[C:17]2[C:12]([C:13]([O:19][C:20]3[CH:25]=[CH:24][C:23]([NH:26][C:27]([NH:29][C:30]4[CH:35]=[CH:34][CH:33]=[C:32]([S:36]([CH3:39])(=[O:38])=[O:37])[CH:31]=4)=[O:28])=[CH:22][CH:21]=3)=[CH:14][CH:15]=[N:16]2)=[CH:11][C:10]=1[C:40]#[N:41])C1C=CC=CC=1.C1(SC)C=CC=CC=1.